Dataset: Forward reaction prediction with 1.9M reactions from USPTO patents (1976-2016). Task: Predict the product of the given reaction. Given the reactants [F:1][C:2]1[CH:7]=[CH:6][C:5](I)=[CH:4][CH:3]=1.[C@@H]1(N)CCCC[C@H]1N.[O:17]=[C:18]1[CH2:24][CH:23]([C:25]([O:27][CH3:28])=[O:26])[CH2:22][CH2:21][CH2:20][NH:19]1.[O-]P([O-])([O-])=O.[K+].[K+].[K+], predict the reaction product. The product is: [F:1][C:2]1[CH:7]=[CH:6][C:5]([N:19]2[CH2:20][CH2:21][CH2:22][CH:23]([C:25]([O:27][CH3:28])=[O:26])[CH2:24][C:18]2=[O:17])=[CH:4][CH:3]=1.